This data is from Full USPTO retrosynthesis dataset with 1.9M reactions from patents (1976-2016). The task is: Predict the reactants needed to synthesize the given product. (1) Given the product [CH3:12][O:5][CH:2]([C:3]1[N:8]=[C:9]([NH2:11])[S:10][CH:4]=1)[CH3:1], predict the reactants needed to synthesize it. The reactants are: [CH3:1][C:2](=[O:5])[CH2:3][CH3:4].BrBr.[NH2:8][C:9]([NH2:11])=[S:10].[CH3:12]O. (2) Given the product [C:1]1([C:25]2[CH:30]=[CH:29][CH:28]=[CH:27][CH:26]=2)[CH:6]=[CH:5][CH:4]=[C:3]([NH:7][C:8](=[O:24])[CH2:9][CH2:10][CH2:11][CH2:12][CH2:13][NH:14][C:15](=[O:23])[CH2:16][S:17][CH2:18][C:19]([OH:21])=[O:20])[CH:2]=1, predict the reactants needed to synthesize it. The reactants are: [C:1]1([C:25]2[CH:30]=[CH:29][CH:28]=[CH:27][CH:26]=2)[CH:6]=[CH:5][CH:4]=[C:3]([NH:7][C:8](=[O:24])[CH2:9][CH2:10][CH2:11][CH2:12][CH2:13][NH:14][C:15](=[O:23])[CH2:16][S:17][CH2:18][C:19]([O:21]C)=[O:20])[CH:2]=1.CO.O.[OH-].[Li+].Cl. (3) Given the product [Cl:1][C:2]1[CH:3]=[C:4]2[C:9](=[C:10]([Cl:12])[CH:11]=1)[CH2:8][N:7]([CH3:13])[CH2:6][CH:5]2[C:14]1[CH:19]=[CH:18][C:17]([NH2:43])=[CH:16][CH:15]=1, predict the reactants needed to synthesize it. The reactants are: [Cl:1][C:2]1[CH:3]=[C:4]2[C:9](=[C:10]([Cl:12])[CH:11]=1)[CH2:8][N:7]([CH3:13])[CH2:6][CH:5]2[C:14]1[CH:19]=[CH:18][C:17]([C@@](O)([C@@H](O)[C@H](O)[C@H](O)CO)C(N)=O)=[CH:16][CH:15]=1.BrCC(C1C=C([NH:43]C(=O)C)C=CC=1)=O. (4) Given the product [F:19][C:20]([F:33])([F:34])[C:21]1[CH:22]=[C:23]([CH:26]=[C:27]([C:29]([F:32])([F:30])[F:31])[CH:28]=1)[CH2:24][O:18][C:17]1[C:8]([C:3]2[CH:4]=[CH:5][CH:6]=[CH:7][C:2]=2[CH3:1])=[C:9]2[C:14](=[CH:15][CH:16]=1)[N:13]=[CH:12][CH:11]=[CH:10]2, predict the reactants needed to synthesize it. The reactants are: [CH3:1][C:2]1[CH:7]=[CH:6][CH:5]=[CH:4][C:3]=1[C:8]1[C:17]([OH:18])=[CH:16][CH:15]=[C:14]2[C:9]=1[CH:10]=[CH:11][CH:12]=[N:13]2.[F:19][C:20]([F:34])([F:33])[C:21]1[CH:22]=[C:23]([CH:26]=[C:27]([C:29]([F:32])([F:31])[F:30])[CH:28]=1)[CH2:24]Br. (5) The reactants are: [F:1][C:2]1([F:30])[CH2:7][CH2:6][N:5]([C:8]([C:10]2[NH:11][C:12]3[C:17]([CH:18]=2)=[CH:16][C:15]([C:19]([N:21]2[CH2:26][CH2:25][CH:24]([N:27]([CH3:29])[CH3:28])[CH2:23][CH2:22]2)=[O:20])=[CH:14][CH:13]=3)=O)[CH2:4][CH2:3]1.[Cl:31][C:32]1[CH:37]=[CH:36][C:35](B(O)O)=[CH:34][CH:33]=1.N1C=CC=CC=1. Given the product [Cl:31][C:32]1[CH:37]=[CH:36][C:35]([N:11]2[C:12]3[C:17](=[CH:16][C:15]([C:19]([N:21]4[CH2:26][CH2:25][CH:24]([N:27]([CH3:29])[CH3:28])[CH2:23][CH2:22]4)=[O:20])=[CH:14][CH:13]=3)[CH:18]=[C:10]2[CH2:8][N:5]2[CH2:6][CH2:7][C:2]([F:30])([F:1])[CH2:3][CH2:4]2)=[CH:34][CH:33]=1, predict the reactants needed to synthesize it. (6) Given the product [C:1]([O:5][C:6](=[O:14])[NH:7][CH:8]1[CH2:13][CH2:12][N:11]([CH2:25][C:16]2[CH:17]=[CH:18][C:19]3[C:24](=[CH:23][CH:22]=[CH:21][CH:20]=3)[CH:15]=2)[CH2:10][CH2:9]1)([CH3:4])([CH3:2])[CH3:3], predict the reactants needed to synthesize it. The reactants are: [C:1]([O:5][C:6](=[O:14])[NH:7][CH:8]1[CH2:13][CH2:12][NH:11][CH2:10][CH2:9]1)([CH3:4])([CH3:3])[CH3:2].[CH:15]1[C:24]2[C:19](=[CH:20][CH:21]=[CH:22][CH:23]=2)[CH:18]=[CH:17][C:16]=1[CH:25]=O.C(O[BH-](OC(=O)C)OC(=O)C)(=O)C.[Na+].[OH-].[Na+]. (7) Given the product [Cl:18][C:19]1[CH:20]=[C:21]([CH:24]=[CH:25][C:26]=1[Cl:27])[CH2:22][N:6]1[C:7](=[O:10])[CH:8]=[C:9]2[S:1][CH:2]=[CH:3][N:4]2[C:5]1=[O:11], predict the reactants needed to synthesize it. The reactants are: [S:1]1[C:9]2[N:4]([C:5](=[O:11])[NH:6][C:7](=[O:10])[CH:8]=2)[CH:3]=[CH:2]1.C(=O)([O-])[O-].[Cs+].[Cs+].[Cl:18][C:19]1[CH:20]=[C:21]([CH:24]=[CH:25][C:26]=1[Cl:27])[CH2:22]Cl. (8) The reactants are: Cl[C:2]1[N:7]=[CH:6][C:5]([O:8][C:9]2[CH:10]=[C:11]([N:15]3[CH2:20][CH2:19][O:18][CH2:17][CH2:16]3)[CH:12]=[CH:13][CH:14]=2)=[CH:4][C:3]=1[F:21].[F:22][C:23]1[CH:29]=[C:28]([F:30])[C:27]([O:31][CH3:32])=[CH:26][C:24]=1[NH2:25].C1(P(C2C=CC=CC=2)C2C3OC4C(=CC=CC=4P(C4C=CC=CC=4)C4C=CC=CC=4)C(C)(C)C=3C=CC=2)C=CC=CC=1.C(=O)([O-])[O-].[Cs+].[Cs+]. Given the product [F:22][C:23]1[CH:29]=[C:28]([F:30])[C:27]([O:31][CH3:32])=[CH:26][C:24]=1[NH:25][C:2]1[C:3]([F:21])=[CH:4][C:5]([O:8][C:9]2[CH:14]=[CH:13][CH:12]=[C:11]([N:15]3[CH2:20][CH2:19][O:18][CH2:17][CH2:16]3)[CH:10]=2)=[CH:6][N:7]=1, predict the reactants needed to synthesize it.